This data is from Reaction yield outcomes from USPTO patents with 853,638 reactions. The task is: Predict the reaction yield, written as a fraction of the theoretical maximum amount of product (1.0 means a 100% yield; for example, 0.34 means a 34% yield). The reactants are [CH2:1]([O:3][C:4]([CH:6]1[N:10]([CH3:11])[C:9](=[O:12])[CH2:8][CH:7]1[C:13]1[CH:18]=[CH:17][C:16]([OH:19])=[CH:15][CH:14]=1)=[O:5])[CH3:2].N1C=CN=C1.[CH3:25][C:26]([Si:29](Cl)([CH3:31])[CH3:30])([CH3:28])[CH3:27].Cl. The catalyst is CN(C=O)C. The product is [CH2:1]([O:3][C:4]([C@@H:6]1[N:10]([CH3:11])[C:9](=[O:12])[CH2:8][C@@H:7]1[C:13]1[CH:14]=[CH:15][C:16]([O:19][Si:29]([CH3:31])([CH3:30])[C:26]([CH3:28])([CH3:27])[CH3:25])=[CH:17][CH:18]=1)=[O:5])[CH3:2]. The yield is 0.890.